From a dataset of NCI-60 drug combinations with 297,098 pairs across 59 cell lines. Regression. Given two drug SMILES strings and cell line genomic features, predict the synergy score measuring deviation from expected non-interaction effect. Drug 1: C1C(C(OC1N2C=NC3=C(N=C(N=C32)Cl)N)CO)O. Drug 2: CN1C(=O)N2C=NC(=C2N=N1)C(=O)N. Cell line: HL-60(TB). Synergy scores: CSS=58.2, Synergy_ZIP=-1.10, Synergy_Bliss=-2.20, Synergy_Loewe=-27.0, Synergy_HSA=-1.15.